This data is from HIV replication inhibition screening data with 41,000+ compounds from the AIDS Antiviral Screen. The task is: Binary Classification. Given a drug SMILES string, predict its activity (active/inactive) in a high-throughput screening assay against a specified biological target. The drug is c1csc(-c2ccsc2-c2cccs2)c1. The result is 0 (inactive).